This data is from Reaction yield outcomes from USPTO patents with 853,638 reactions. The task is: Predict the reaction yield, written as a fraction of the theoretical maximum amount of product (1.0 means a 100% yield; for example, 0.34 means a 34% yield). The yield is 0.0150. The reactants are F[C:2](F)(F)[C:3]([OH:5])=[O:4].[S:8]1[CH:12]=[CH:11][C:10]([C:13]2[N:18]=[C:17]([CH2:19][NH:20][C@H:21]3[CH2:26][CH2:25][C@H:24]([NH:27][C:28]4[N:33]=[C:32](/[CH:34]=[C:35]5/[C:36](=[O:41])[NH:37][C:38](=[O:40])[S:39]/5)[CH:31]=[CH:30][N:29]=4)[CH2:23][CH2:22]3)[CH:16]=[CH:15][CH:14]=2)=[CH:9]1.CCN(C(C)C)C(C)C.Cl[C:52]([O:54][CH2:55]Cl)=[O:53]. The product is [C:3]([O:5][CH2:55][O:54][C:52](=[O:53])[N:20]([C@H:21]1[CH2:22][CH2:23][C@H:24]([NH:27][C:28]2[N:33]=[C:32](/[CH:34]=[C:35]3/[C:36](=[O:41])[NH:37][C:38](=[O:40])[S:39]/3)[CH:31]=[CH:30][N:29]=2)[CH2:25][CH2:26]1)[CH2:19][C:17]1[CH:16]=[CH:15][CH:14]=[C:13]([C:10]2[CH:11]=[CH:12][S:8][CH:9]=2)[N:18]=1)(=[O:4])[CH3:2]. The catalyst is CN(C=O)C.C([O-])(=O)C.[Ag+].